Dataset: NCI-60 drug combinations with 297,098 pairs across 59 cell lines. Task: Regression. Given two drug SMILES strings and cell line genomic features, predict the synergy score measuring deviation from expected non-interaction effect. Drug 1: C1CC(=O)NC(=O)C1N2CC3=C(C2=O)C=CC=C3N. Drug 2: CC1=C(C(=CC=C1)Cl)NC(=O)C2=CN=C(S2)NC3=CC(=NC(=N3)C)N4CCN(CC4)CCO. Cell line: HS 578T. Synergy scores: CSS=2.12, Synergy_ZIP=0.801, Synergy_Bliss=2.78, Synergy_Loewe=-8.52, Synergy_HSA=0.572.